This data is from Catalyst prediction with 721,799 reactions and 888 catalyst types from USPTO. The task is: Predict which catalyst facilitates the given reaction. (1) Reactant: [C:1]1([N:7]2[N:11]=[C:10]([C:12]([NH:14][C:15]3[CH:20]=[CH:19][C:18]([C@@H:21]4[O:26][CH2:25][CH2:24][N:23](C(OC(C)(C)C)=O)[CH2:22]4)=[CH:17][CH:16]=3)=[O:13])[CH:9]=[N:8]2)[CH:6]=[CH:5][CH:4]=[CH:3][CH:2]=1.[ClH:34].C(OCC)C. Product: [ClH:34].[NH:23]1[CH2:24][CH2:25][O:26][C@@H:21]([C:18]2[CH:19]=[CH:20][C:15]([NH:14][C:12]([C:10]3[CH:9]=[N:8][N:7]([C:1]4[CH:2]=[CH:3][CH:4]=[CH:5][CH:6]=4)[N:11]=3)=[O:13])=[CH:16][CH:17]=2)[CH2:22]1. The catalyst class is: 12. (2) Reactant: [C:1]([C:3]1[CH:8]=[CH:7][C:6]([C:9]2[CH:10]=[N:11][N:12]([C:15]3[CH:23]=[CH:22][C:18]([C:19]([OH:21])=O)=[CH:17][N:16]=3)[C:13]=2[OH:14])=[C:5]([CH3:24])[CH:4]=1)#[N:2].Cl.C(N=C=NCCCN(C)C)C.C1C=CC2N(O)N=NC=2C=1.C(N(CC)C(C)C)(C)C.Cl.[CH3:57][N:58]([CH3:63])[CH:59]1[CH2:62][NH:61][CH2:60]1.C(O)(=O)CC(CC(O)=O)(C(O)=O)O. Product: [CH3:57][N:58]([CH3:63])[CH:59]1[CH2:62][N:61]([C:19]([C:18]2[CH:22]=[CH:23][C:15]([N:12]3[C:13]([OH:14])=[C:9]([C:6]4[CH:7]=[CH:8][C:3]([C:1]#[N:2])=[CH:4][C:5]=4[CH3:24])[CH:10]=[N:11]3)=[N:16][CH:17]=2)=[O:21])[CH2:60]1. The catalyst class is: 18. (3) Reactant: [CH:1]12O[CH:6]1[CH2:5][CH2:4][CH2:3][C:2]2=[O:8].[CH2:9]([N:11]([CH2:21][CH3:22])[C:12]1[CH:20]=[CH:19][C:15]([C:16]([NH2:18])=[S:17])=[CH:14][CH:13]=1)[CH3:10]. Product: [CH2:21]([N:11]([CH2:9][CH3:10])[C:12]1[CH:20]=[CH:19][C:15]([C:16]2[S:17][C:1]3[CH:2]([OH:8])[CH2:3][CH2:4][CH2:5][C:6]=3[N:18]=2)=[CH:14][CH:13]=1)[CH3:22]. The catalyst class is: 14. (4) Reactant: Cl[C:2]1[CH:3]=[CH:4][C:5]2[O:14][CH2:13][CH2:12][C:11]3[CH:10]=[C:9]([C:15]4[N:16]([C:20]5[CH:25]=[CH:24][C:23]([F:26])=[CH:22][C:21]=5[F:27])[N:17]=[CH:18][N:19]=4)[S:8][C:7]=3[C:6]=2[N:28]=1.C[Si](C)(C)[O:31][CH:32]([CH3:35])[CH2:33][NH2:34].CC(C1C=C(C(C)C)C(C2C=CC=CC=2P(C2CCCCC2)C2CCCCC2)=C(C(C)C)C=1)C.CC(C)([O-])C. Product: [F:27][C:21]1[CH:22]=[C:23]([F:26])[CH:24]=[CH:25][C:20]=1[N:16]1[C:15]([C:9]2[S:8][C:7]3[C:6]4[N:28]=[C:2]([NH:34][CH2:33][CH:32]([OH:31])[CH3:35])[CH:3]=[CH:4][C:5]=4[O:14][CH2:13][CH2:12][C:11]=3[CH:10]=2)=[N:19][CH:18]=[N:17]1. The catalyst class is: 231. (5) Reactant: C([Si](C)(C)[O:6][CH:7]([CH2:25][CH3:26])[C:8]([N:10]1[CH2:15][CH2:14][C:13]2[N:16]=[C:17]([C:19]3[CH:24]=[CH:23][CH:22]=[CH:21][CH:20]=3)[O:18][C:12]=2[CH2:11]1)=[S:9])(C)(C)C.C(O)(C(F)(F)F)=O. Product: [OH:6][CH:7]([CH2:25][CH3:26])[C:8]([N:10]1[CH2:15][CH2:14][C:13]2[N:16]=[C:17]([C:19]3[CH:24]=[CH:23][CH:22]=[CH:21][CH:20]=3)[O:18][C:12]=2[CH2:11]1)=[S:9]. The catalyst class is: 2. (6) Reactant: [CH2:1]([O:3][C:4]([CH:6]1[CH2:10][CH2:9][CH2:8][C:7]1=O)=[O:5])[CH3:2].[CH2:12]([NH2:19])[C:13]1[CH:18]=[CH:17][CH:16]=[CH:15][CH:14]=1.C([BH3-])#N.[Na+]. Product: [CH2:1]([O:3][C:4]([CH:6]1[CH2:10][CH2:9][CH2:8][CH:7]1[NH:19][CH2:12][C:13]1[CH:18]=[CH:17][CH:16]=[CH:15][CH:14]=1)=[O:5])[CH3:2]. The catalyst class is: 212.